This data is from Reaction yield outcomes from USPTO patents with 853,638 reactions. The task is: Predict the reaction yield, written as a fraction of the theoretical maximum amount of product (1.0 means a 100% yield; for example, 0.34 means a 34% yield). (1) The reactants are C([N:4]1[C:12]2[C:7](=[CH:8][C:9]([C:13](Cl)=[O:14])=[CH:10][CH:11]=2)[C:6]([C:16]2[CH:21]=[CH:20][C:19]([F:22])=[CH:18][CH:17]=2)=[N:5]1)(=O)C.[OH-].[NH4+:24].O. The catalyst is C(Cl)Cl. The product is [F:22][C:19]1[CH:20]=[CH:21][C:16]([C:6]2[C:7]3[C:12](=[CH:11][CH:10]=[C:9]([C:13]([NH2:24])=[O:14])[CH:8]=3)[NH:4][N:5]=2)=[CH:17][CH:18]=1. The yield is 0.720. (2) The reactants are [Cl:1][C:2]1[CH:7]=[CH:6][C:5]([S:8]([N:11]([CH2:19][C:20]2[CH:33]=[CH:32][C:23]([C:24]([NH:26][CH2:27][C:28]([O:30]C)=[O:29])=[O:25])=[CH:22][CH:21]=2)[CH:12]2[CH2:17][CH2:16][CH2:15][CH2:14][CH:13]2[F:18])(=[O:10])=[O:9])=[CH:4][CH:3]=1.[OH-].[Li+]. The catalyst is C(#N)C.O. The product is [Cl:1][C:2]1[CH:7]=[CH:6][C:5]([S:8]([N:11]([CH2:19][C:20]2[CH:33]=[CH:32][C:23]([C:24]([NH:26][CH2:27][C:28]([OH:30])=[O:29])=[O:25])=[CH:22][CH:21]=2)[CH:12]2[CH2:17][CH2:16][CH2:15][CH2:14][CH:13]2[F:18])(=[O:9])=[O:10])=[CH:4][CH:3]=1. The yield is 0.643. (3) The product is [CH2:15]([N:1]([CH2:15][C:16]1[CH:21]=[CH:20][CH:19]=[CH:18][CH:17]=1)[C@H:2]1[CH2:7][CH2:6][C@H:5]([OH:8])[CH2:4][CH2:3]1)[C:16]1[CH:21]=[CH:20][CH:19]=[CH:18][CH:17]=1. The yield is 0.850. The reactants are [NH2:1][C@H:2]1[CH2:7][CH2:6][C@H:5]([OH:8])[CH2:4][CH2:3]1.C(=O)([O-])[O-].[Cs+].[Cs+].[CH2:15](Br)[C:16]1[CH:21]=[CH:20][CH:19]=[CH:18][CH:17]=1. The catalyst is C(#N)C. (4) No catalyst specified. The product is [ClH:63].[Br:13][C:14]1[CH:33]=[CH:32][C:17]([NH:18][C:19]2[C:28]3[C:23](=[CH:24][C:25]([O:31][CH2:60][CH2:59][O:58][CH2:57][CH2:56][O:55][CH3:54])=[C:26]([O:29][CH3:30])[CH:27]=3)[N:22]=[CH:21][N:20]=2)=[C:16]([F:34])[CH:15]=1. The reactants are N(C(OCC)=O)=NC(OCC)=O.[Br:13][C:14]1[CH:33]=[CH:32][C:17]([NH:18][C:19]2[C:28]3[C:23](=[CH:24][C:25]([OH:31])=[C:26]([O:29][CH3:30])[CH:27]=3)[N:22]=[CH:21][N:20]=2)=[C:16]([F:34])[CH:15]=1.C1(P(C2C=CC=CC=2)C2C=CC=CC=2)C=CC=CC=1.[CH3:54][O:55][CH2:56][CH2:57][O:58][CH2:59][CH2:60]O.C(Cl)[Cl:63]. The yield is 0.340. (5) The yield is 0.860. The reactants are [F-].C([N+](CCCC)(CCCC)CCCC)CCC.[CH3:19][C:20]1[CH:27]=[CH:26][C:23]([CH:24]=[O:25])=[CH:22][CH:21]=1.[Si]([C:32]([F:35])([F:34])[F:33])(C)(C)C.Cl. The product is [CH3:19][C:20]1[CH:27]=[CH:26][C:23]([CH:24]([OH:25])[C:32]([F:35])([F:34])[F:33])=[CH:22][CH:21]=1. The catalyst is C1COCC1. (6) The reactants are C(OC([N:8]([CH2:39][C:40]([O:42]C(C)(C)C)=[O:41])[C:9]1[CH:14]=[CH:13][CH:12]=[C:11]([CH:15]([CH2:26][C:27]2[CH:32]=[CH:31][C:30]([C:33]3[CH:38]=[CH:37][CH:36]=[CH:35][N:34]=3)=[CH:29][CH:28]=2)[NH:16][S:17]([C:20]2[CH:21]=[N:22][CH:23]=[CH:24][CH:25]=2)(=[O:19])=[O:18])[N:10]=1)=O)(C)(C)C.O.Cl. The catalyst is O1CCCC1. The product is [N:34]1[CH:35]=[CH:36][CH:37]=[CH:38][C:33]=1[C:30]1[CH:31]=[CH:32][C:27]([CH2:26][CH:15]([NH:16][S:17]([C:20]2[CH:21]=[N:22][CH:23]=[CH:24][CH:25]=2)(=[O:19])=[O:18])[C:11]2[N:10]=[C:9]([NH:8][CH2:39][C:40]([OH:42])=[O:41])[CH:14]=[CH:13][CH:12]=2)=[CH:28][CH:29]=1. The yield is 0.580.